This data is from Forward reaction prediction with 1.9M reactions from USPTO patents (1976-2016). The task is: Predict the product of the given reaction. Given the reactants [CH3:1][O:2][C:3]1[CH:11]=[CH:10][CH:9]=[CH:8][C:4]=1[CH2:5][C:6]#[N:7].[CH3:12][C:13]([CH3:15])=O.[OH-].[K+], predict the reaction product. The product is: [CH3:1][O:2][C:3]1[CH:11]=[CH:10][CH:9]=[CH:8][C:4]=1[C:5](=[C:13]([CH3:15])[CH3:12])[C:6]#[N:7].